From a dataset of Reaction yield outcomes from USPTO patents with 853,638 reactions. Predict the reaction yield, written as a fraction of the theoretical maximum amount of product (1.0 means a 100% yield; for example, 0.34 means a 34% yield). (1) The reactants are [F:1][C:2]1[CH:7]=[CH:6][C:5]([S:8]([C:11]2[CH:16]=[CH:15][C:14](/[CH:17]=[CH:18]/[C:19]3[CH:24]=[CH:23][C:22]([F:25])=[CH:21][CH:20]=3)=[CH:13][N:12]=2)(=[O:10])=[O:9])=[CH:4][CH:3]=1.C(O)(=O)C.[H][H]. The catalyst is C(OCC)(=O)C.[Pd]. The product is [F:25][C:22]1[CH:21]=[CH:20][C:19]([CH2:18][CH2:17][C:14]2[CH:15]=[CH:16][C:11]([S:8]([C:5]3[CH:4]=[CH:3][C:2]([F:1])=[CH:7][CH:6]=3)(=[O:10])=[O:9])=[N:12][CH:13]=2)=[CH:24][CH:23]=1. The yield is 0.170. (2) The reactants are [Cl:1][C:2]1[CH:7]=[CH:6][C:5]([C@@H:8]2[C@:10]3([C:18]4[C:13](=[CH:14][CH:15]=[CH:16][CH:17]=4)[NH:12][C:11]3=[O:19])[CH2:9]2)=[CH:4][CH:3]=1.C[Si]([N-][Si](C)(C)C)(C)C.[K+].[CH2:30](Br)[CH2:31][Br:32].O. The catalyst is CN(C=O)C. The product is [Br:32][CH2:31][CH2:30][N:12]1[C:13]2[C:18](=[CH:17][CH:16]=[CH:15][CH:14]=2)[C@:10]2([CH2:9][C@H:8]2[C:5]2[CH:4]=[CH:3][C:2]([Cl:1])=[CH:7][CH:6]=2)[C:11]1=[O:19]. The yield is 0.410.